This data is from Reaction yield outcomes from USPTO patents with 853,638 reactions. The task is: Predict the reaction yield, written as a fraction of the theoretical maximum amount of product (1.0 means a 100% yield; for example, 0.34 means a 34% yield). (1) The reactants are [Cl:1][C:2]1[CH:31]=[CH:30][CH:29]=[CH:28][C:3]=1[C:4]([NH:6][C:7]1[CH:12]=[CH:11][C:10]([S:13][C:14]2[N:19]=[C:18](Cl)[CH:17]=[C:16]([NH:21][C:22]3[NH:23][N:24]=[C:25]([CH3:27])[CH:26]=3)[N:15]=2)=[CH:9][CH:8]=1)=[O:5].[NH:32]1[CH2:35][CH2:34][CH2:33]1.C(N(CC)C(C)C)(C)C. The catalyst is C(O)CCC. The product is [N:32]1([C:18]2[CH:17]=[C:16]([NH:21][C:22]3[NH:23][N:24]=[C:25]([CH3:27])[CH:26]=3)[N:15]=[C:14]([S:13][C:10]3[CH:9]=[CH:8][C:7]([NH:6][C:4](=[O:5])[C:3]4[CH:28]=[CH:29][CH:30]=[CH:31][C:2]=4[Cl:1])=[CH:12][CH:11]=3)[N:19]=2)[CH2:35][CH2:34][CH2:33]1. The yield is 0.520. (2) The product is [CH2:12]([O:19][C:20]1[CH:25]=[CH:24][C:23]([C:2]2[N:7]=[C:6]([C:8]([OH:10])=[O:9])[C:5]([F:11])=[CH:4][CH:3]=2)=[C:22]([F:29])[CH:21]=1)[C:13]1[CH:14]=[CH:15][CH:16]=[CH:17][CH:18]=1. The reactants are Br[C:2]1[N:7]=[C:6]([C:8]([OH:10])=[O:9])[C:5]([F:11])=[CH:4][CH:3]=1.[CH2:12]([O:19][C:20]1[CH:25]=[CH:24][C:23](B(O)O)=[C:22]([F:29])[CH:21]=1)[C:13]1[CH:18]=[CH:17][CH:16]=[CH:15][CH:14]=1. The yield is 0.410. The catalyst is C1C=CC(P(C2C=CC=CC=2)[C-]2C=CC=C2)=CC=1.C1C=CC(P(C2C=CC=CC=2)[C-]2C=CC=C2)=CC=1.Cl[Pd]Cl.[Fe+2].C(Cl)Cl. (3) The reactants are [CH2:1](O)[CH2:2][CH2:3][CH2:4][CH2:5][CH2:6][CH2:7][CH2:8][CH2:9][CH:10]=[CH2:11].C1(=O)[NH:17]C(=O)C2=CC=CC=C12.NN. No catalyst specified. The product is [NH2:17][CH2:1][CH2:2][CH2:3][CH2:4][CH2:5][CH2:6][CH2:7][CH2:8][CH2:9][CH:10]=[CH2:11]. The yield is 0.660. (4) The reactants are [CH2:1]([O:8][C:9]1[CH:18]=[C:17]2[C:12]([CH:13]=[C:14]([CH:19]=[O:20])[CH:15]=[N:16]2)=[CH:11][CH:10]=1)[CH2:2][CH2:3][CH2:4][CH2:5][CH2:6][CH3:7].[CH3:21][Mg]I. The catalyst is C1COCC1. The product is [CH2:1]([O:8][C:9]1[CH:18]=[C:17]2[C:12]([CH:13]=[C:14]([CH:19]([OH:20])[CH3:21])[CH:15]=[N:16]2)=[CH:11][CH:10]=1)[CH2:2][CH2:3][CH2:4][CH2:5][CH2:6][CH3:7]. The yield is 0.800. (5) The reactants are [CH3:1][C:2]1[CH:3]=[C:4]([S:8]([NH:11][C:12]2[C:13](=[O:25])[N:14]([CH2:21][C:22]([OH:24])=O)[C:15]([CH:18]([CH3:20])[CH3:19])=[CH:16][CH:17]=2)(=[O:10])=[O:9])[CH:5]=[CH:6][CH:7]=1.CN([P+](ON1N=NC2C1=CC=CC=2)(N(C)C)N(C)C)C.F[P-](F)(F)(F)(F)F.C(OC([N:60]([O:71][CH2:72][CH2:73][NH2:74])[C:61]([NH:63]C(OC(C)(C)C)=O)=[NH:62])=O)(C)(C)C.C(N(CC)CC)C.C(Cl)[Cl:83]. No catalyst specified. The product is [ClH:83].[CH3:1][C:2]1[CH:3]=[C:4]([S:8]([NH:11][C:12]2[C:13](=[O:25])[N:14]([CH2:21][C:22]([NH:74][CH2:73][CH2:72][O:71][NH:60][C:61]([NH2:63])=[NH:62])=[O:24])[C:15]([CH:18]([CH3:20])[CH3:19])=[CH:16][CH:17]=2)(=[O:10])=[O:9])[CH:5]=[CH:6][CH:7]=1. The yield is 0.540.